Dataset: TCR-epitope binding with 47,182 pairs between 192 epitopes and 23,139 TCRs. Task: Binary Classification. Given a T-cell receptor sequence (or CDR3 region) and an epitope sequence, predict whether binding occurs between them. (1) The epitope is ILHCANFNV. The TCR CDR3 sequence is CASSPSDPGANVLTF. Result: 0 (the TCR does not bind to the epitope). (2) The epitope is GTSGSPIIDK. The TCR CDR3 sequence is CASSYSTSARVNGYTF. Result: 0 (the TCR does not bind to the epitope).